Predict the reaction yield, written as a fraction of the theoretical maximum amount of product (1.0 means a 100% yield; for example, 0.34 means a 34% yield). From a dataset of Reaction yield outcomes from USPTO patents with 853,638 reactions. The catalyst is CC(O)=O.CCO.O.[Fe]. The reactants are [CH3:1][O:2][C:3]1[CH:8]=[CH:7][CH:6]=[C:5]([O:9][CH3:10])[C:4]=1[N+:11]([O-])=O.C([O-])([O-])=O.[Na+].[Na+]. The product is [CH3:10][O:9][C:5]1[CH:6]=[CH:7][CH:8]=[C:3]([O:2][CH3:1])[C:4]=1[NH2:11]. The yield is 0.980.